This data is from Full USPTO retrosynthesis dataset with 1.9M reactions from patents (1976-2016). The task is: Predict the reactants needed to synthesize the given product. (1) Given the product [CH2:1]([O:3][C:4](=[O:42])[CH2:5][CH2:6][CH2:7][O:8][C:9]1[CH:14]=[CH:13][CH:12]=[C:11]([CH2:15][CH2:16][CH2:17][CH2:18][CH2:19][CH2:20][O:21][C:22]2[CH:23]=[C:24]([C:47]3[CH:48]=[CH:49][C:44]([Cl:43])=[CH:45][CH:46]=3)[CH:25]=[C:26]([S:28]([CH:31]([CH3:33])[CH3:32])(=[O:30])=[O:29])[CH:27]=2)[C:10]=1[CH2:35][CH2:36][C:37]([O:39][CH2:40][CH3:41])=[O:38])[CH3:2], predict the reactants needed to synthesize it. The reactants are: [CH2:1]([O:3][C:4](=[O:42])[CH2:5][CH2:6][CH2:7][O:8][C:9]1[CH:14]=[CH:13][CH:12]=[C:11]([CH2:15][CH2:16][CH2:17][CH2:18][CH2:19][CH2:20][O:21][C:22]2[CH:27]=[C:26]([S:28]([CH:31]([CH3:33])[CH3:32])(=[O:30])=[O:29])[CH:25]=[C:24](Br)[CH:23]=2)[C:10]=1[CH2:35][CH2:36][C:37]([O:39][CH2:40][CH3:41])=[O:38])[CH3:2].[Cl:43][C:44]1[CH:49]=[CH:48][C:47](B(O)O)=[CH:46][CH:45]=1.C(=O)([O-])[O-].[Cs+].[Cs+]. (2) Given the product [F:12][C:13]([F:24])([F:23])[C:14]1[O:11][N:10]=[C:8]([C:5]2[N:6]=[CH:7][C:2]([NH2:1])=[N:3][CH:4]=2)[N:9]=1, predict the reactants needed to synthesize it. The reactants are: [NH2:1][C:2]1[N:3]=[CH:4][C:5]([C:8](=[N:10][OH:11])[NH2:9])=[N:6][CH:7]=1.[F:12][C:13]([F:24])([F:23])[C:14](O[C:14](=O)[C:13]([F:24])([F:23])[F:12])=O. (3) Given the product [CH2:10]([O:15][CH2:16][CH2:17][OH:18])[C:11]1[CH:2]=[CH:1][CH:14]=[CH:13][CH:12]=1, predict the reactants needed to synthesize it. The reactants are: [CH2:1]=[CH:2]C(NCCO)=O.O1[CH2:14][CH2:13][CH2:12][CH2:11][CH:10]1[O:15][CH2:16][CH2:17][OH:18]. (4) Given the product [NH2:21][C:20]1[CH:19]=[CH:18][C:24]([O:25][CH3:26])=[C:23]([CH2:15][C@H:9]([NH:8][C:6]([O:5][C:1]([CH3:4])([CH3:3])[CH3:2])=[O:7])[CH2:10][C:11]([O:13][CH3:14])=[O:12])[CH:22]=1, predict the reactants needed to synthesize it. The reactants are: [C:1]([O:5][C:6]([NH:8][C@@H:9]([CH2:15]I)[CH2:10][C:11]([O:13][CH3:14])=[O:12])=[O:7])([CH3:4])([CH3:3])[CH3:2].I[C:18]1[CH:19]=[C:20]([CH:22]=[CH:23][C:24]=1[O:25][CH3:26])[NH2:21].C1(C)C=CC=CC=1P(C1C=CC=CC=1C)C1C=CC=CC=1C.